This data is from Forward reaction prediction with 1.9M reactions from USPTO patents (1976-2016). The task is: Predict the product of the given reaction. (1) Given the reactants [NH2:1][CH:2]([CH3:32])[CH:3]([C:14]1[C:15]([CH3:31])=[C:16]([NH:20][C:21](=[O:30])[O:22][CH2:23][C:24]2[CH:29]=[CH:28][CH:27]=[CH:26][CH:25]=2)[CH:17]=[CH:18][CH:19]=1)[C:4]1[C:12]2[C:7](=[CH:8][C:9]([Br:13])=[CH:10][CH:11]=2)[NH:6][CH:5]=1.O=[CH:34][C:35]([O:37][CH2:38][CH3:39])=[O:36].C1(C)C=CC=CC=1.Cl, predict the reaction product. The product is: [CH2:23]([O:22][C:21]([NH:20][C:16]1[C:15]([CH3:31])=[C:14]([CH:3]2[C:4]3[C:12]4[C:7](=[CH:8][C:9]([Br:13])=[CH:10][CH:11]=4)[NH:6][C:5]=3[CH:34]([C:35]([O:37][CH2:38][CH3:39])=[O:36])[NH:1][CH:2]2[CH3:32])[CH:19]=[CH:18][CH:17]=1)=[O:30])[C:24]1[CH:25]=[CH:26][CH:27]=[CH:28][CH:29]=1. (2) Given the reactants [ClH:1].[OH:2][C@@H:3]([CH2:20][CH3:21])[C@H:4]([NH:12]C(=O)OC(C)(C)C)[CH2:5][C:6]1[CH:11]=[CH:10][N:9]=[CH:8][CH:7]=1, predict the reaction product. The product is: [ClH:1].[ClH:1].[NH2:12][C@@H:4]([C@@H:3]([OH:2])[CH2:20][CH3:21])[CH2:5][C:6]1[CH:11]=[CH:10][N:9]=[CH:8][CH:7]=1. (3) Given the reactants [C:1]([O:5][C:6]([N:8]1[CH2:13][CH2:12][CH:11]([OH:14])[CH:10]([CH2:15][O:16][CH2:17][O:18][CH3:19])[CH2:9]1)=[O:7])([CH3:4])([CH3:3])[CH3:2].[H-].[Na+].[CH2:22]([C:26]1[N:27]=[N:28][C:29](Cl)=[CH:30][C:31]=1[C:32]1[CH:37]=[CH:36][C:35]([O:38][CH:39]2[CH2:44][CH2:43][CH2:42][CH2:41][CH2:40]2)=[CH:34][CH:33]=1)[CH2:23][CH2:24][CH3:25], predict the reaction product. The product is: [C:1]([O:5][C:6]([N:8]1[CH2:13][CH2:12][CH:11]([O:14][C:29]2[N:28]=[N:27][C:26]([CH2:22][CH2:23][CH2:24][CH3:25])=[C:31]([C:32]3[CH:33]=[CH:34][C:35]([O:38][CH:39]4[CH2:44][CH2:43][CH2:42][CH2:41][CH2:40]4)=[CH:36][CH:37]=3)[CH:30]=2)[CH:10]([CH2:15][O:16][CH2:17][O:18][CH3:19])[CH2:9]1)=[O:7])([CH3:4])([CH3:3])[CH3:2]. (4) Given the reactants FC(F)(F)C(O)=O.Cl[C:9]1[CH:36]=[CH:35][C:12]([O:13][CH2:14][CH2:15][N:16]2[CH2:20][CH2:19][C:18]3([C:32]4[NH:31][C:30]5[C:25](=[CH:26][C:27]([O:33][CH3:34])=[CH:28][CH:29]=5)[C:24]=4[CH2:23][CH2:22][NH:21]3)[CH2:17]2)=[CH:11][CH:10]=1.CS(OCCOC1C=CC=C([Cl:51])C=1)(=O)=O, predict the reaction product. The product is: [Cl:51][C:36]1[CH:35]=[C:12]([CH:11]=[CH:10][CH:9]=1)[O:13][CH2:14][CH2:15][N:16]1[CH2:20][CH2:19][C:18]2([C:32]3[NH:31][C:30]4[C:25](=[CH:26][C:27]([O:33][CH3:34])=[CH:28][CH:29]=4)[C:24]=3[CH2:23][CH2:22][NH:21]2)[CH2:17]1. (5) Given the reactants [OH:1][C:2]1[CH:11]=[C:10]2[C:5]([C:6]([O:12][C:13]3[CH:18]=[CH:17][C:16]([CH2:19][C:20]([C:22]4[CH:27]=[CH:26][CH:25]=[CH:24][CH:23]=4)=[O:21])=[CH:15][CH:14]=3)=[CH:7][CH:8]=[N:9]2)=[CH:4][C:3]=1[O:28][CH3:29].[CH:30]1([O:35][C:36](=[O:49])[C@@H:37]([NH:41][C:42]([O:44][C:45]([CH3:48])([CH3:47])[CH3:46])=[O:43])[CH2:38][CH2:39]Br)[CH2:34][CH2:33][CH2:32][CH2:31]1.C(=O)([O-])[O-].[K+].[K+], predict the reaction product. The product is: [CH:30]1([O:35][C:36](=[O:49])[C@@H:37]([NH:41][C:42]([O:44][C:45]([CH3:48])([CH3:47])[CH3:46])=[O:43])[CH2:38][CH2:39][O:1][C:2]2[CH:11]=[C:10]3[C:5]([C:6]([O:12][C:13]4[CH:14]=[CH:15][C:16]([CH2:19][C:20](=[O:21])[C:22]5[CH:23]=[CH:24][CH:25]=[CH:26][CH:27]=5)=[CH:17][CH:18]=4)=[CH:7][CH:8]=[N:9]3)=[CH:4][C:3]=2[O:28][CH3:29])[CH2:31][CH2:32][CH2:33][CH2:34]1. (6) Given the reactants [CH3:1][C:2]([CH3:21])([CH3:20])[C:3]([C:5]1[N:9]([CH2:10][C:11]([OH:13])=O)[C:8]2[CH:14]=[C:15]([O:18][CH3:19])[CH:16]=[CH:17][C:7]=2[N:6]=1)=[O:4].C1C=CC2N(O)N=NC=2C=1.[CH2:32]([NH:34][CH:35]1[CH2:40][CH2:39][CH2:38][CH2:37][CH2:36]1)[CH3:33].CCN(C(C)C)C(C)C, predict the reaction product. The product is: [CH:35]1([N:34]([CH2:32][CH3:33])[C:11](=[O:13])[CH2:10][N:9]2[C:8]3[CH:14]=[C:15]([O:18][CH3:19])[CH:16]=[CH:17][C:7]=3[N:6]=[C:5]2[C:3](=[O:4])[C:2]([CH3:1])([CH3:21])[CH3:20])[CH2:40][CH2:39][CH2:38][CH2:37][CH2:36]1. (7) Given the reactants [CH2:1]([N:8]1[CH2:17][C:16]2[NH:15][C:14]3[C:18](Br)=[CH:19][CH:20]=[C:21]([C:22]([O:24][CH3:25])=[O:23])[C:13]=3[C:12](=[O:27])[C:11]=2[CH2:10][CH2:9]1)[C:2]1[CH:7]=[CH:6][CH:5]=[CH:4][CH:3]=1.[H][H], predict the reaction product. The product is: [CH2:1]([N:8]1[CH2:17][C:16]2[NH:15][C:14]3[CH:18]=[CH:19][CH:20]=[C:21]([C:22]([O:24][CH3:25])=[O:23])[C:13]=3[C:12](=[O:27])[C:11]=2[CH2:10][CH2:9]1)[C:2]1[CH:7]=[CH:6][CH:5]=[CH:4][CH:3]=1.